From a dataset of Retrosynthesis with 50K atom-mapped reactions and 10 reaction types from USPTO. Predict the reactants needed to synthesize the given product. (1) Given the product CCOC(=O)c1ccc(-c2ccccc2)[nH]1, predict the reactants needed to synthesize it. The reactants are: CCOC(=O)c1ccc(Br)[nH]1.OB(O)c1ccccc1. (2) Given the product O=C(O)c1cnn(C2CC2)c1Cl, predict the reactants needed to synthesize it. The reactants are: CCOC(=O)c1cnn(C2CC2)c1Cl. (3) Given the product CNC(=O)n1nc(C(C)(C)C)nc1OCc1ccccc1, predict the reactants needed to synthesize it. The reactants are: CNC(=O)n1nc(C(C)(C)C)nc1O.ClCc1ccccc1. (4) Given the product CCCCC1CCC(c2ccc(-c3cc(F)c(C(F)(F)Oc4cc(F)c(C(F)(F)F)c(F)c4)c(F)c3)c(F)c2)OC1, predict the reactants needed to synthesize it. The reactants are: CCCCC1CCC(c2ccc(B3OC(C)(C)C(C)(C)O3)c(F)c2)OC1.Fc1cc(OC(F)(F)c2c(F)cc(Br)cc2F)cc(F)c1C(F)(F)F. (5) Given the product COc1ccc(-c2ccc(CCOc3ccc(CC4(C(=O)O)CCC4)cc3)cc2)cc1, predict the reactants needed to synthesize it. The reactants are: CCOC(=O)C1(Cc2ccc(OCCc3ccc(-c4ccc(OC)cc4)cc3)cc2)CCC1. (6) Given the product CCOC(=O)c1cn2c(c1OCc1ccccc1)C(=O)N(C)CC2, predict the reactants needed to synthesize it. The reactants are: BrCc1ccccc1.CCOC(=O)c1cn2c(c1O)C(=O)N(C)CC2. (7) Given the product CC(=O)Nc1ccc(Cl)cc1F, predict the reactants needed to synthesize it. The reactants are: CC(=O)Cl.Nc1ccc(Cl)cc1F.